Dataset: Full USPTO retrosynthesis dataset with 1.9M reactions from patents (1976-2016). Task: Predict the reactants needed to synthesize the given product. (1) Given the product [CH2:1]([S:3]([C:6]1[CH:7]=[CH:8][C:9]([O:15][CH:16]([CH3:21])[C:17]([F:20])([F:19])[F:18])=[C:10]([C:11]([N:33]2[CH2:34][CH2:35][N:30]([C:28]3[S:29][C:25]([C:24]([F:37])([F:23])[F:36])=[CH:26][N:27]=3)[CH2:31][CH2:32]2)=[O:13])[CH:14]=1)(=[O:4])=[O:5])[CH3:2], predict the reactants needed to synthesize it. The reactants are: [CH2:1]([S:3]([C:6]1[CH:7]=[CH:8][C:9]([O:15][CH:16]([CH3:21])[C:17]([F:20])([F:19])[F:18])=[C:10]([CH:14]=1)[C:11]([OH:13])=O)(=[O:5])=[O:4])[CH3:2].Cl.[F:23][C:24]([F:37])([F:36])[C:25]1[S:29][C:28]([N:30]2[CH2:35][CH2:34][NH:33][CH2:32][CH2:31]2)=[N:27][CH:26]=1. (2) Given the product [CH:1]1([CH:6]2[CH2:14][C:13]3[C:8](=[C:9]([CH3:32])[C:10]([CH3:31])=[C:11]([O:15][CH2:16][C:17]4[CH:18]=[C:19]([C:35]5[CH:44]=[CH:43][C:38]([C:39]([OH:41])=[O:40])=[CH:37][C:36]=5[F:45])[CH:20]=[CH:21][CH:22]=4)[CH:12]=3)[C:7]2=[O:33])[CH2:5][CH2:4][CH2:3][CH2:2]1, predict the reactants needed to synthesize it. The reactants are: [CH:1]1([CH:6]2[CH2:14][C:13]3[C:8](=[C:9]([CH3:32])[C:10]([CH3:31])=[C:11]([O:15][CH2:16][C:17]4[CH:22]=[CH:21][CH:20]=[C:19](B5OCC(C)(C)CO5)[CH:18]=4)[CH:12]=3)[C:7]2=[O:33])[CH2:5][CH2:4][CH2:3][CH2:2]1.Br[C:35]1[CH:44]=[CH:43][C:38]([C:39]([O:41]C)=[O:40])=[CH:37][C:36]=1[F:45]. (3) Given the product [CH3:1][O:2][C:3]([C:5]1[CH:6]=[C:7]2[C:11](=[CH:12][CH:13]=1)[NH:10][CH:9]=[C:8]2[C:22](=[O:23])[CH2:21][CH2:20][CH2:19][CH2:18][C:17]([O:16][CH3:15])=[O:25])=[O:4], predict the reactants needed to synthesize it. The reactants are: [CH3:1][O:2][C:3]([C:5]1[CH:6]=[C:7]2[C:11](=[CH:12][CH:13]=1)[NH:10][CH:9]=[CH:8]2)=[O:4].[Cl-].[CH3:15][O:16][C:17](=[O:25])[CH2:18][CH2:19][CH2:20][CH2:21][C:22](O)=[O:23]. (4) Given the product [C:1]([O:5][C:6](=[O:29])[CH2:7][C@@H:8]([CH2:17][O:18][S:19]([C:22]1[CH:27]=[CH:26][C:25]([CH3:28])=[CH:24][CH:23]=1)(=[O:21])=[O:20])[CH2:9][C@@H:10]([CH3:16])[CH2:11][CH2:12][CH2:13][CH2:14][CH3:15])([CH3:2])([CH3:3])[CH3:4], predict the reactants needed to synthesize it. The reactants are: [C:1]([O:5][C:6](=[O:29])[CH2:7][C@@H:8]([CH2:17][O:18][S:19]([C:22]1[CH:27]=[CH:26][C:25]([CH3:28])=[CH:24][CH:23]=1)(=[O:21])=[O:20])[CH2:9][C@H:10]([CH3:16])[CH2:11][CH2:12][CH2:13][CH2:14][CH3:15])([CH3:4])([CH3:3])[CH3:2].C(OC(=O)C[C@@H](CO)C[C@@H](C)CCCCC)(C)(C)C. (5) Given the product [C:2]([O:4][C:5]1[C:10](=[CH:9][CH:8]=[CH:7][CH:6]=1)[C:11]([O-:13])=[O:12])(=[O:3])[CH3:1].[K+:35], predict the reactants needed to synthesize it. The reactants are: [CH3:1][C:2]([O:4][C:5]1[CH:6]=[CH:7][CH:8]=[CH:9][C:10]=1[C:11]([OH:13])=[O:12])=[O:3].C(=O)(O)[O-].C(O)(=O)CC(CC(O)=O)(C(O)=O)O.C(=O)(O)[O-].[K+:35]. (6) Given the product [Cl:1][C:2]1[CH:9]=[C:8]([C:20]2[CH:21]=[N:22][CH:23]=[C:24]([F:32])[C:25]=2[CH:26]([OH:31])[CH2:27][O:28][CH2:29][CH3:30])[CH:7]=[CH:6][C:3]=1[C:4]#[N:5].[ClH:39], predict the reactants needed to synthesize it. The reactants are: [Cl:1][C:2]1[CH:9]=[C:8](B2OC(C)(C)C(C)(C)O2)[CH:7]=[CH:6][C:3]=1[C:4]#[N:5].Br[C:20]1[CH:21]=[N:22][CH:23]=[C:24]([F:32])[C:25]=1[CH:26]([OH:31])[CH2:27][O:28][CH2:29][CH3:30].C(=O)([O-])[O-].[Na+].[Na+].[ClH:39].